This data is from Full USPTO retrosynthesis dataset with 1.9M reactions from patents (1976-2016). The task is: Predict the reactants needed to synthesize the given product. (1) Given the product [F:1][C:2]1[CH:9]=[C:8]([N:10]2[C:18]3[CH2:17][C:16]([CH3:19])([CH3:20])[CH2:15][C:14](=[O:21])[C:13]=3[C:12]([CH3:22])=[C:11]2[CH3:23])[CH:7]=[C:6]([NH:24][CH:25]2[CH2:30][CH2:29][O:28][CH2:27][CH2:26]2)[C:3]=1[C:4]([NH2:5])=[O:33], predict the reactants needed to synthesize it. The reactants are: [F:1][C:2]1[CH:9]=[C:8]([N:10]2[C:18]3[CH2:17][C:16]([CH3:20])([CH3:19])[CH2:15][C:14](=[O:21])[C:13]=3[C:12]([CH3:22])=[C:11]2[CH3:23])[CH:7]=[C:6]([NH:24][CH:25]2[CH2:30][CH2:29][O:28][CH2:27][CH2:26]2)[C:3]=1[C:4]#[N:5].CS(C)=[O:33].[OH-].[Na+].OO. (2) Given the product [NH2:6][C:7]1[C:8]([C:26]([NH:28][C:29]2[CH:30]=[N:31][CH:32]=[CH:33][CH:34]=2)=[O:27])=[N:9][C:10]([C:13]2[CH:14]=[CH:15][C:16]([CH2:19][CH2:20][NH:21][CH2:22][CH2:23][O:24][CH3:25])=[CH:17][CH:18]=2)=[CH:11][N:12]=1.[ClH:35].[ClH:35].[ClH:35].[NH2:6][C:7]1[C:8]([C:26]([NH:28][C:29]2[CH:30]=[N:31][CH:32]=[CH:33][CH:34]=2)=[O:27])=[N:9][C:10]([C:13]2[CH:14]=[CH:15][C:16]([CH2:19][CH2:20][NH:5][CH2:4][CH2:3][O:2][CH3:1])=[CH:17][CH:18]=2)=[CH:11][N:12]=1, predict the reactants needed to synthesize it. The reactants are: [CH3:1][O:2][CH2:3][CH2:4][NH2:5].[NH2:6][C:7]1[C:8]([C:26]([NH:28][C:29]2[CH:30]=[N:31][CH:32]=[CH:33][CH:34]=2)=[O:27])=[N:9][C:10]([C:13]2[CH:18]=[CH:17][C:16]([CH2:19][CH2:20][NH:21][CH2:22][CH2:23][O:24][CH3:25])=[CH:15][CH:14]=2)=[CH:11][N:12]=1.[ClH:35].